From a dataset of Reaction yield outcomes from USPTO patents with 853,638 reactions. Predict the reaction yield, written as a fraction of the theoretical maximum amount of product (1.0 means a 100% yield; for example, 0.34 means a 34% yield). (1) The reactants are [CH3:1][O:2][C:3](=[O:15])[C:4]1[CH:9]=[CH:8][C:7]([C:10]([F:13])([F:12])[F:11])=[CH:6][C:5]=1I.[Br-].[CH:17]1([Zn+])[CH2:22][CH2:21][CH2:20][CH2:19][CH2:18]1. The catalyst is C1COCC1.C1C=CC(P(C2C=CC=CC=2)[C-]2C=CC=C2)=CC=1.C1C=CC(P(C2C=CC=CC=2)[C-]2C=CC=C2)=CC=1.Cl[Pd]Cl.[Fe+2].[Cu]I. The product is [CH3:1][O:2][C:3](=[O:15])[C:4]1[CH:9]=[CH:8][C:7]([C:10]([F:13])([F:12])[F:11])=[CH:6][C:5]=1[CH:17]1[CH2:22][CH2:21][CH2:20][CH2:19][CH2:18]1. The yield is 0.680. (2) The reactants are [CH3:1][O:2][C:3]1[C:8]([O:9][CH3:10])=[C:7]([O:11][CH3:12])[CH:6]=[C:5]([CH3:13])[C:4]=1[CH:14]([C:16]1[C:17]([O:24][CH3:25])=[N:18][CH:19]=[C:20]([Cl:23])[C:21]=1[CH3:22])[OH:15]. The catalyst is [O-2].[O-2].[Mn+4].C1(C)C=CC=CC=1. The product is [CH3:1][O:2][C:3]1[C:8]([O:9][CH3:10])=[C:7]([O:11][CH3:12])[CH:6]=[C:5]([CH3:13])[C:4]=1[C:14]([C:16]1[C:17]([O:24][CH3:25])=[N:18][CH:19]=[C:20]([Cl:23])[C:21]=1[CH3:22])=[O:15]. The yield is 0.900. (3) The reactants are [CH3:1][C:2]1[CH:7]=[C:6]([CH3:8])[N:5]=[C:4]([N:9]2[CH2:14][CH2:13][N:12]([C:15]3[CH:20]=[CH:19][C:18]([N+:21]([O-])=O)=[CH:17][CH:16]=3)[CH2:11][CH2:10]2)[CH:3]=1. The catalyst is CO.[Ni]. The product is [CH3:1][C:2]1[CH:7]=[C:6]([CH3:8])[N:5]=[C:4]([N:9]2[CH2:14][CH2:13][N:12]([C:15]3[CH:20]=[CH:19][C:18]([NH2:21])=[CH:17][CH:16]=3)[CH2:11][CH2:10]2)[CH:3]=1. The yield is 0.980. (4) The reactants are [CH2:1]([C:3]1[CH:9]=[CH:8][C:7]([N+:10]([O-:12])=[O:11])=[CH:6][C:4]=1[NH2:5])[CH3:2].[N:13](OC(C)(C)C)=O. The catalyst is C(O)(=O)C.C(OCC)(=O)C. The product is [CH3:2][C:1]1[C:3]2[C:4](=[CH:6][C:7]([N+:10]([O-:12])=[O:11])=[CH:8][CH:9]=2)[NH:5][N:13]=1. The yield is 0.980. (5) The reactants are [OH:1][C:2]1[CH:3]=[C:4]([CH:10]=[CH:11][C:12]=1[O:13][CH3:14])[C:5]([O:7][CH2:8][CH3:9])=[O:6].Br[CH2:16][CH2:17][CH2:18][CH2:19][CH2:20][CH2:21][C:22]([O:24][CH2:25][CH3:26])=[O:23].C(=O)([O-])[O-].[K+].[K+]. The catalyst is CN(C=O)C. The product is [CH2:25]([O:24][C:22](=[O:23])[CH2:21][CH2:20][CH2:19][CH2:18][CH2:17][CH2:16][O:1][C:2]1[CH:3]=[C:4]([CH:10]=[CH:11][C:12]=1[O:13][CH3:14])[C:5]([O:7][CH2:8][CH3:9])=[O:6])[CH3:26]. The yield is 0.867. (6) The reactants are [Cl-].O[NH3+:3].[C:4](=[O:7])([O-])[OH:5].[Na+].CS(C)=O.[CH2:13]([C:17]1[N:18]=[C:19]([CH3:45])[N:20]([CH2:39][CH:40]2[CH2:44][CH2:43][CH2:42][O:41]2)[C:21](=[O:38])[C:22]=1[CH2:23][C:24]1[CH:29]=[CH:28][C:27]([C:30]2[C:31]([C:36]#[N:37])=[CH:32][CH:33]=[CH:34][CH:35]=2)=[CH:26][CH:25]=1)[CH2:14][CH2:15][CH3:16]. The catalyst is C(OCC)(=O)C. The product is [CH2:13]([C:17]1[N:18]=[C:19]([CH3:45])[N:20]([CH2:39][CH:40]2[CH2:44][CH2:43][CH2:42][O:41]2)[C:21](=[O:38])[C:22]=1[CH2:23][C:24]1[CH:25]=[CH:26][C:27]([C:30]2[CH:35]=[CH:34][CH:33]=[CH:32][C:31]=2[C:36]2[NH:3][C:4](=[O:7])[O:5][N:37]=2)=[CH:28][CH:29]=1)[CH2:14][CH2:15][CH3:16]. The yield is 0.890.